From a dataset of Forward reaction prediction with 1.9M reactions from USPTO patents (1976-2016). Predict the product of the given reaction. (1) Given the reactants BrC1C([C@@H]([NH:19][C:20](=[O:38])[CH2:21][N:22]2[C:30]3[C:29]([F:32])([F:31])[CH2:28][CH2:27][C:26](F)(F)[C:25]=3[C:24]([CH:35]([F:37])[F:36])=[N:23]2)CC2C=C(F)C=C(F)C=2)=NC=C(Br)C=1.Cl.[Cl:40][C:41]1[C:42]([C@@H:49](N)[CH2:50][C:51]2[CH:56]=[C:55]([F:57])[CH:54]=[C:53]([F:58])[CH:52]=2)=[N:43][CH:44]=[C:45]([S:47][CH3:48])[N:46]=1.FC(F)C1C2[C@H]3C[C@H]3C(F)(F)C=2N(CC(O)=O)N=1, predict the reaction product. The product is: [Cl:40][C:41]1[C:42]([C@@H:49]([NH:19][C:20](=[O:38])[CH2:21][N:22]2[C:30]3[C:29]([F:32])([F:31])[C@@H:28]4[CH2:27][C@@H:26]4[C:25]=3[C:24]([CH:35]([F:37])[F:36])=[N:23]2)[CH2:50][C:51]2[CH:52]=[C:53]([F:58])[CH:54]=[C:55]([F:57])[CH:56]=2)=[N:43][CH:44]=[C:45]([S:47][CH3:48])[N:46]=1. (2) Given the reactants O=[C:2]([C:15]1[CH:20]=[CH:19][CH:18]=[CH:17][CH:16]=1)[CH2:3][CH:4]1[C:13]2[C:8](=[CH:9][CH:10]=[CH:11][CH:12]=2)[CH2:7][CH2:6][C:5]1=O.[NH2:21][C:22]1[CH:30]=[C:26]([C:27]([OH:29])=[O:28])[C:25]([OH:31])=[CH:24][CH:23]=1, predict the reaction product. The product is: [OH:31][C:25]1[CH:24]=[CH:23][C:22]([N:21]2[C:5]3[CH2:6][CH2:7][C:8]4[CH:9]=[CH:10][CH:11]=[CH:12][C:13]=4[C:4]=3[CH:3]=[C:2]2[C:15]2[CH:20]=[CH:19][CH:18]=[CH:17][CH:16]=2)=[CH:30][C:26]=1[CH:27]([OH:29])[OH:28]. (3) The product is: [CH3:1][O:2][C:3]1[CH:4]=[C:5]([CH:6]([OH:7])[C:18]#[N:19])[CH:8]=[CH:9][C:10]=1[O:11][CH3:12]. Given the reactants [CH3:1][O:2][C:3]1[CH:4]=[C:5]([CH:8]=[CH:9][C:10]=1[O:11][CH3:12])[CH:6]=[O:7].OS([O-])=O.[Na+].[C-:18]#[N:19].[K+], predict the reaction product.